From a dataset of Reaction yield outcomes from USPTO patents with 853,638 reactions. Predict the reaction yield, written as a fraction of the theoretical maximum amount of product (1.0 means a 100% yield; for example, 0.34 means a 34% yield). (1) The reactants are C([Li])CCC.CCCCCC.[C:12]([O:15][C:16]([CH3:19])([CH3:18])[CH3:17])(=[O:14])[CH3:13].[CH2:20]([O:27][C:28]([N:30]1[CH2:35][CH2:34][CH:33]([C:36](Cl)=[O:37])[CH2:32][CH2:31]1)=[O:29])[C:21]1[CH:26]=[CH:25][CH:24]=[CH:23][CH:22]=1.[Cl-].[NH4+]. The catalyst is O1CCCC1.C(NC(C)C)(C)C. The product is [CH2:20]([O:27][C:28]([N:30]1[CH2:35][CH2:34][CH:33]([C:36](=[O:37])[CH2:13][C:12]([O:15][C:16]([CH3:19])([CH3:18])[CH3:17])=[O:14])[CH2:32][CH2:31]1)=[O:29])[C:21]1[CH:26]=[CH:25][CH:24]=[CH:23][CH:22]=1. The yield is 0.530. (2) The reactants are N[CH2:2][C:3]([C:6]1[NH:7][C:8]2[C:13]([CH:14]=1)=[CH:12][C:11]([NH:15][C:16]([C:18]1([C:21]3[CH:29]=[CH:28][C:24]4[O:25][CH2:26][O:27][C:23]=4[CH:22]=3)[CH2:20][CH2:19]1)=[O:17])=[CH:10][CH:9]=2)(C)[CH3:4].C(=O)([O-])[O-].[K+].[K+].IC.O.[CH3:39][N:40]([CH:42]=O)[CH3:41]. No catalyst specified. The product is [O:25]1[C:24]2[CH:28]=[CH:29][C:21]([C:18]3([C:16]([NH:15][C:11]4[CH:12]=[C:13]5[C:8](=[CH:9][CH:10]=4)[NH:7][C:6]([C:3]([CH3:4])([CH3:2])[CH2:42][N:40]([CH3:39])[CH3:41])=[CH:14]5)=[O:17])[CH2:20][CH2:19]3)=[CH:22][C:23]=2[O:27][CH2:26]1. The yield is 0.330. (3) The reactants are [Br:1][C:2]1[C:3]2[S:9][CH:8]=[C:7]([CH2:10][CH2:11][CH2:12][CH2:13][CH2:14][CH3:15])[C:4]=2[S:5][CH:6]=1.C([N-][CH:20]([CH3:22])[CH3:21])(C)C.[Li+]. The catalyst is C(OCC)C.[Cu](Cl)Cl. The product is [Br:1][C:2]1[C:3]2[S:9][CH:8]=[C:7]([CH2:10][CH2:11][CH2:12][CH2:22][CH2:20][CH3:21])[C:4]=2[S:5][C:6]=1[C:6]1[S:5][C:4]2[C:7]([CH2:10][CH2:11][CH2:12][CH2:13][CH2:14][CH3:15])=[CH:8][S:9][C:3]=2[C:2]=1[Br:1]. The yield is 0.560. (4) The reactants are N(C(=O)[C:4]([NH:6][C:7]1[CH:12]=[CH:11][C:10]([C@H:13]2[CH2:18][CH2:17][C@H:16]([CH2:19][C:20]([O:22][CH3:23])=[O:21])[CH2:15][CH2:14]2)=[CH:9][CH:8]=1)=[O:5])N.ClC([O:28][CH2:29][C:30]1[CH:35]=[CH:34][CH:33]=[CH:32][CH:31]=1)=O. The catalyst is N1C=CC=CC=1. The product is [CH2:29]([O:28][C:4]([NH:6][C:7]1[CH:8]=[CH:9][C:10]([C@H:13]2[CH2:14][CH2:15][C@H:16]([CH2:19][C:20]([O:22][CH3:23])=[O:21])[CH2:17][CH2:18]2)=[CH:11][CH:12]=1)=[O:5])[C:30]1[CH:35]=[CH:34][CH:33]=[CH:32][CH:31]=1. The yield is 0.680. (5) The reactants are I[C:2]1[N:3]=[CH:4][N:5](C(C2C=CC=CC=2)(C2C=CC=CC=2)C2C=CC=CC=2)[C:6]=1[CH3:7].C([Mg]Br)C.Br[C:32]1[CH:33]=[N:34][CH:35]=[CH:36][CH:37]=1. The catalyst is C1COCC1.[Cl-].[Zn+2].[Cl-].C1C=CC([P]([Pd]([P](C2C=CC=CC=2)(C2C=CC=CC=2)C2C=CC=CC=2)([P](C2C=CC=CC=2)(C2C=CC=CC=2)C2C=CC=CC=2)[P](C2C=CC=CC=2)(C2C=CC=CC=2)C2C=CC=CC=2)(C2C=CC=CC=2)C2C=CC=CC=2)=CC=1. The product is [CH3:7][C:6]1[NH:5][CH:4]=[N:3][C:2]=1[C:32]1[CH:33]=[N:34][CH:35]=[CH:36][CH:37]=1. The yield is 0.920. (6) The reactants are Br[C:2]1[CH:7]=[CH:6][C:5]([NH:8][C:9]#[N:10])=[CH:4][CH:3]=1.[CH3:11][N:12]1[C:16]([C:17]#[N:18])=[CH:15][CH:14]=[C:13]1B(O)O.[F-].[K+].[Br-]. The catalyst is C1C=CC(/C=C/C(/C=C/C2C=CC=CC=2)=O)=CC=1.C1C=CC(/C=C/C(/C=C/C2C=CC=CC=2)=O)=CC=1.C1C=CC(/C=C/C(/C=C/C2C=CC=CC=2)=O)=CC=1.[Pd].[Pd].C(P(C(C)(C)C)C(C)(C)C)(C)(C)C.C1COCC1. The product is [C:17]([C:16]1[N:12]([CH3:11])[C:13]([C:2]2[CH:7]=[CH:6][C:5]([NH:8][C:9]#[N:10])=[CH:4][CH:3]=2)=[CH:14][CH:15]=1)#[N:18]. The yield is 0.330. (7) The reactants are [Br:1][C:2]1[C:3]([C:10]2[CH:15]=[CH:14][C:13]([Cl:16])=[CH:12][CH:11]=2)=[CH:4][C:5]([NH:8][NH2:9])=[N:6][CH:7]=1.[CH3:17][C:18]1[C:23]([CH2:24][C:25](O)=[O:26])=[CH:22][CH:21]=[C:20]([C:28]([F:31])([F:30])[F:29])[N:19]=1.C(N(C(C)C)C(C)C)C.F[P-](F)(F)(F)(F)F.Br[P+](N1CCCC1)(N1CCCC1)N1CCCC1.BrC1C(C2C=CC(Cl)=CC=2)=CC(NNC(=O)CC2C=NC(C(F)(F)F)=CC=2)=NC=1. The catalyst is CC#N. The product is [Br:1][C:2]1[C:3]([C:10]2[CH:11]=[CH:12][C:13]([Cl:16])=[CH:14][CH:15]=2)=[CH:4][C:5]([NH:8][NH:9][C:25](=[O:26])[CH2:24][C:23]2[C:18]([CH3:17])=[N:19][C:20]([C:28]([F:29])([F:31])[F:30])=[CH:21][CH:22]=2)=[N:6][CH:7]=1. The yield is 0.970. (8) The reactants are [F:1][C:2]1[CH:17]=[C:16]([F:18])[CH:15]=[CH:14][C:3]=1[O:4][C:5]1[N:10]=[CH:9][C:8]2[CH:11]=[N:12][NH:13][C:7]=2[CH:6]=1.[I:19]I.[OH-].[K+]. The catalyst is CN(C=O)C. The product is [F:1][C:2]1[CH:17]=[C:16]([F:18])[CH:15]=[CH:14][C:3]=1[O:4][C:5]1[N:10]=[CH:9][C:8]2[C:11]([I:19])=[N:12][NH:13][C:7]=2[CH:6]=1. The yield is 0.710. (9) The reactants are [C:1]1(=[O:7])[CH2:6][CH2:5][CH2:4][CH2:3][CH2:2]1.II.[CH2:10](O)[CH2:11][OH:12]. The catalyst is C(OCC)(=O)C. The product is [O:7]1[C:1]2([CH2:6][CH2:5][CH2:4][CH2:3][CH2:2]2)[O:12][CH2:11][CH2:10]1. The yield is 0.469.